This data is from Full USPTO retrosynthesis dataset with 1.9M reactions from patents (1976-2016). The task is: Predict the reactants needed to synthesize the given product. (1) The reactants are: O[Li].O.C[O:5][C:6](=[O:31])[C:7]1[CH:12]=[CH:11][C:10]([O:13][CH2:14][CH2:15][CH2:16][CH:17]2[CH2:22][CH2:21][N:20]([C:23]3[N:28]=[CH:27][C:26]([Cl:29])=[CH:25][N:24]=3)[CH2:19][CH2:18]2)=[CH:9][C:8]=1[CH3:30]. Given the product [Cl:29][C:26]1[CH:25]=[N:24][C:23]([N:20]2[CH2:19][CH2:18][CH:17]([CH2:16][CH2:15][CH2:14][O:13][C:10]3[CH:11]=[CH:12][C:7]([C:6]([OH:31])=[O:5])=[C:8]([CH3:30])[CH:9]=3)[CH2:22][CH2:21]2)=[N:28][CH:27]=1, predict the reactants needed to synthesize it. (2) Given the product [CH2:1]([N:3]([CH2:8][C:9]1[C:14]([NH2:15])=[CH:13][CH:12]=[C:11]([Cl:18])[C:10]=1[Cl:19])[CH2:4][C:5]([OH:7])=[O:6])[CH3:2], predict the reactants needed to synthesize it. The reactants are: [CH2:1]([N:3]([CH2:8][C:9]1[C:14]([N+:15]([O-])=O)=[CH:13][CH:12]=[C:11]([Cl:18])[C:10]=1[Cl:19])[CH2:4][C:5]([OH:7])=[O:6])[CH3:2]. (3) Given the product [Br:1][C:2]1[CH:3]=[C:4]([F:17])[C:5]2[O:6][CH2:7][C:8](=[O:9])[NH:14][C:12]=2[CH:13]=1, predict the reactants needed to synthesize it. The reactants are: [Br:1][C:2]1[CH:13]=[C:12]([N+:14]([O-])=O)[C:5]([O:6][CH2:7][C:8](OC)=[O:9])=[C:4]([F:17])[CH:3]=1. (4) Given the product [C:1]([C:5]1[N:9]=[C:8]([C@@H:10]2[C@@H:14]3[O:15][C:16]([CH3:18])([CH3:19])[O:17][C@H:13]3[C@H:12]([N:20]3[CH:28]=[N:27][C:26]4[C:21]3=[N:22][CH:23]=[N:24][C:25]=4[NH:52][CH2:48][CH:49]([CH3:51])[CH3:50])[O:11]2)[O:7][N:6]=1)([CH3:4])([CH3:2])[CH3:3], predict the reactants needed to synthesize it. The reactants are: [C:1]([C:5]1[N:9]=[C:8]([C@@H:10]2[C@@H:14]3[O:15][C:16]([CH3:19])([CH3:18])[O:17][C@H:13]3[C@H:12]([N:20]3[CH:28]=[N:27][C:26]4[C:21]3=[N:22][CH:23]=[N:24][C:25]=4ON3C4C=CC=CC=4N=N3)[O:11]2)[O:7][N:6]=1)([CH3:4])([CH3:3])[CH3:2].C(N(C(C)C)CC)(C)C.[CH2:48]([NH2:52])[CH:49]([CH3:51])[CH3:50]. (5) Given the product [Cl:1][C:2]1[CH:11]=[CH:10][C:9]([F:12])=[CH:8][C:3]=1[C:4](=[O:6])[C:14]([F:16])([F:15])[F:13], predict the reactants needed to synthesize it. The reactants are: [Cl:1][C:2]1[CH:11]=[CH:10][C:9]([F:12])=[CH:8][C:3]=1[C:4]([O:6]C)=O.[F:13][C:14]([Si](C)(C)C)([F:16])[F:15].[F-].[Cs+].Cl.[OH-].[Na+]. (6) Given the product [CH2:19]([N:3]([CH2:1][CH3:2])[C:4]1[N:5]=[CH:6][C:7]([C:30]2[CH:31]=[CH:32][C:33]3[N:39]4[CH2:40][C@H:36]([CH2:37][CH2:38]4)[N:35]([C:41]([NH:43][C:44]4[CH:49]=[CH:48][CH:47]=[CH:46][N:45]=4)=[O:42])[C:34]=3[N:50]=2)=[CH:8][CH:9]=1)[CH3:20], predict the reactants needed to synthesize it. The reactants are: [CH2:1]([N:3]([CH2:19][CH3:20])[C:4]1[CH:9]=[CH:8][C:7](B2OC(C)(C)C(C)(C)O2)=[CH:6][N:5]=1)[CH3:2].[O-]P([O-])([O-])=O.[K+].[K+].[K+].Cl[C:30]1[CH:31]=[CH:32][C:33]2[N:39]3[CH2:40][C@H:36]([CH2:37][CH2:38]3)[N:35]([C:41]([NH:43][C:44]3[CH:49]=[CH:48][CH:47]=[CH:46][N:45]=3)=[O:42])[C:34]=2[N:50]=1.CC(C1C=C(C(C)C)C(C2C=CC=CC=2P(C2CCCCC2)C2CCCCC2)=C(C(C)C)C=1)C. (7) Given the product [OH:22][CH2:21][CH2:20][C@H:19]([NH:18][C:16]([C:37]1[CH:38]=[C:39]([C:40]2[CH:58]=[CH:57][CH:56]=[C:55]([O:54][CH3:52])[CH:60]=2)[CH:81]=[CH:82][C:36]=1[O:45][CH2:44][CH3:43])=[O:17])[CH2:24][C:25]1[C:34]2[C:29](=[CH:30][CH:31]=[CH:32][CH:33]=2)[CH:28]=[CH:27][CH:26]=1, predict the reactants needed to synthesize it. The reactants are: C1C2C(CO[C:16]([NH:18][C@H:19]([CH2:24][C:25]3[C:34]4[C:29](=[CH:30][CH:31]=[CH:32][CH:33]=4)[CH:28]=[CH:27][CH:26]=3)[CH2:20][C:21](O)=[O:22])=[O:17])C3C(=CC=CC=3)C=2C=CC=1.N1[CH:40]=[CH:39][CH:38]=[CH:37][CH:36]=1.ClC1C=C(Cl)C=C[C:43]=1[C:44](Cl)=[O:45].[CH2:52]([O:54][C:55]1[CH:60]=C[C:58](C2C=CC=C(OC)C=2)=[CH:57][C:56]=1C(O)=O)C.CN(C(ON1N=N[C:82]2C=CC=N[C:81]1=2)=[N+](C)C)C.F[P-](F)(F)(F)(F)F.CN1CCOCC1. (8) Given the product [CH3:14][C:11]1[CH:12]=[CH:13][C:8]([C:6]([CH:5]([CH2:24][N:16]2[CH2:21][CH2:20][CH2:19][CH2:18][CH2:17]2)[CH3:4])=[O:7])=[CH:9][CH:10]=1.[ClH:1], predict the reactants needed to synthesize it. The reactants are: [Cl-:1].[Ca+2].[Cl-].[CH3:4][CH2:5][C:6]([C:8]1[CH:13]=[CH:12][C:11]([CH3:14])=[CH:10][CH:9]=1)=[O:7].Cl.[NH:16]1[CH2:21][CH2:20][CH2:19][CH2:18][CH2:17]1.Cl.O1CCO[CH2:24]1. (9) Given the product [C:1]([O:5][C:6](=[O:7])[NH:8][C@@H:9]([CH2:10][C:11]1[CH:12]=[CH:13][C:14]([O:17][CH2:18][C:19]2[CH:20]=[CH:21][CH:22]=[CH:23][CH:24]=2)=[CH:15][CH:16]=1)[CH2:25][N:29]([CH2:30][CH3:31])[CH2:27][CH3:28])([CH3:3])([CH3:4])[CH3:2], predict the reactants needed to synthesize it. The reactants are: [C:1]([O:5][C:6]([NH:8][C@H:9]([CH:25]=O)[CH2:10][C:11]1[CH:16]=[CH:15][C:14]([O:17][CH2:18][C:19]2[CH:24]=[CH:23][CH:22]=[CH:21][CH:20]=2)=[CH:13][CH:12]=1)=[O:7])([CH3:4])([CH3:3])[CH3:2].[CH2:27]([NH:29][CH2:30][CH3:31])[CH3:28].C([BH3-])#N.[Na+]. (10) The reactants are: [F:1][C:2]1[CH:9]=[CH:8][C:5]([C:6]#[N:7])=[CH:4][C:3]=1[CH:10]([OH:21])[C:11]1[CH:20]=[CH:19][C:18]2[C:13](=[CH:14][CH:15]=[CH:16][CH:17]=2)[CH:12]=1.CS(C)=O.C(Cl)(=O)C(Cl)=O.C(N(CC)CC)C. Given the product [F:1][C:2]1[CH:9]=[CH:8][C:5]([C:6]#[N:7])=[CH:4][C:3]=1[C:10]([C:11]1[CH:20]=[CH:19][C:18]2[C:13](=[CH:14][CH:15]=[CH:16][CH:17]=2)[CH:12]=1)=[O:21], predict the reactants needed to synthesize it.